This data is from Forward reaction prediction with 1.9M reactions from USPTO patents (1976-2016). The task is: Predict the product of the given reaction. (1) Given the reactants [NH2:1][C@H:2]1[CH2:7][CH2:6][C@H:5]([NH2:8])[CH2:4][CH2:3]1.[Cl:9][C:10]1[N:18]=[C:17]2[C:13]([N:14]=[CH:15][N:16]2[CH:19]2[CH2:23][CH2:22][O:21][CH2:20]2)=[C:12]([NH:24][CH2:25][C:26]2[CH:31]=[CH:30][CH:29]=[CH:28][CH:27]=2)[N:11]=1.C(OCC)(=O)C, predict the reaction product. The product is: [ClH:9].[ClH:9].[NH2:1][CH:2]1[CH2:7][CH2:6][CH:5]([NH:8][C:10]2[N:18]=[C:17]3[C:13]([N:14]=[CH:15][N:16]3[CH:19]3[CH2:23][CH2:22][O:21][CH2:20]3)=[C:12]([NH:24][CH2:25][C:26]3[CH:31]=[CH:30][CH:29]=[CH:28][CH:27]=3)[N:11]=2)[CH2:4][CH2:3]1. (2) Given the reactants [C:1]([O:5][C:6]([N:8]1[C:13]2[CH:14]=[CH:15][C:16]([O:18][CH3:19])=[CH:17][C:12]=2[O:11][CH:10]([C:20]([OH:22])=O)[CH2:9]1)=[O:7])([CH3:4])([CH3:3])[CH3:2].CCN=C=NCCCN(C)C.C1C=CC2N(O)N=NC=2C=1.CCN(C(C)C)C(C)C.[F:53][C:54]1[CH:68]=[CH:67][C:57]([CH2:58][C:59]2([C:65]#[N:66])[CH2:64][CH2:63][NH:62][CH2:61][CH2:60]2)=[CH:56][CH:55]=1, predict the reaction product. The product is: [C:1]([O:5][C:6]([N:8]1[C:13]2[CH:14]=[CH:15][C:16]([O:18][CH3:19])=[CH:17][C:12]=2[O:11][CH:10]([C:20]([N:62]2[CH2:63][CH2:64][C:59]([C:65]#[N:66])([CH2:58][C:57]3[CH:56]=[CH:55][C:54]([F:53])=[CH:68][CH:67]=3)[CH2:60][CH2:61]2)=[O:22])[CH2:9]1)=[O:7])([CH3:3])([CH3:4])[CH3:2]. (3) Given the reactants [CH3:1][O:2][C:3]1[CH:33]=[CH:32][C:6]([CH2:7][N:8]2[CH:12]=[C:11]([N+:13]([O-])=O)[C:10]([C:16]3[NH:20][C:19]4[CH:21]=[CH:22][C:23]([CH2:25][N:26]5[CH2:31][CH2:30][O:29][CH2:28][CH2:27]5)=[CH:24][C:18]=4[N:17]=3)=[N:9]2)=[CH:5][CH:4]=1, predict the reaction product. The product is: [CH3:1][O:2][C:3]1[CH:4]=[CH:5][C:6]([CH2:7][N:8]2[CH:12]=[C:11]([NH2:13])[C:10]([C:16]3[NH:20][C:19]4[CH:21]=[CH:22][C:23]([CH2:25][N:26]5[CH2:27][CH2:28][O:29][CH2:30][CH2:31]5)=[CH:24][C:18]=4[N:17]=3)=[N:9]2)=[CH:32][CH:33]=1. (4) Given the reactants CN(C(ON1N=NC2C=CC=NC1=2)=[N+](C)C)C.F[P-](F)(F)(F)(F)F.C(N(CC)CC)C.[NH2:32][C@H:33]([CH2:61][OH:62])[CH2:34][CH2:35][CH2:36][C:37]#[C:38][C@:39]([NH:51][C@H:52]([C:58](O)=[O:59])[CH2:53][C:54]([F:57])([CH3:56])[CH3:55])([C:44]1[CH:49]=[CH:48][C:47]([Br:50])=[CH:46][CH:45]=1)[C:40]([F:43])([F:42])[F:41], predict the reaction product. The product is: [Br:50][C:47]1[CH:46]=[CH:45][C:44]([C@:39]2([C:40]([F:41])([F:42])[F:43])[C:38]#[C:37][CH2:36][CH2:35][CH2:34][C@@H:33]([CH2:61][OH:62])[NH:32][C:58](=[O:59])[C@H:52]([CH2:53][C:54]([F:57])([CH3:55])[CH3:56])[NH:51]2)=[CH:49][CH:48]=1. (5) Given the reactants [Br:1][C:2]1[CH:7]=[C:6]([Cl:8])[N:5]=[C:4](Cl)[CH:3]=1.Cl.[O:11]1CCOCC1, predict the reaction product. The product is: [Br:1][C:2]1[CH:7]=[C:6]([Cl:8])[N:5]=[C:4]([OH:11])[CH:3]=1. (6) Given the reactants [Cl:1][C:2]1[CH:7]=[C:6]([Cl:8])[CH:5]=[CH:4][C:3]=1[C:9]1[NH:14][C:13](=[O:15])[C:12]([C:16]#N)=[CH:11][C:10]=1[C:18]1[CH:23]=[CH:22][C:21]([Cl:24])=[CH:20][CH:19]=1.C[Mg+].[Br-].[CH:28]([Mg]Br)=[CH:29][CH3:30].C1C[O:36]CC1, predict the reaction product. The product is: [Cl:24][C:21]1[CH:20]=[CH:19][C:18]([C:10]2[CH:11]=[C:12]3[C:16](=[O:36])[CH2:28][CH:29]([CH3:30])[O:15][C:13]3=[N:14][C:9]=2[C:3]2[CH:4]=[CH:5][C:6]([Cl:8])=[CH:7][C:2]=2[Cl:1])=[CH:23][CH:22]=1.